Dataset: Catalyst prediction with 721,799 reactions and 888 catalyst types from USPTO. Task: Predict which catalyst facilitates the given reaction. (1) Reactant: [Cl:1][C:2]1[CH:7]=[CH:6][C:5]([C:8]2([C:12]3[N:17]=[C:16]([CH3:18])[N:15]=[C:14](O)[CH:13]=3)[CH2:11][CH2:10][CH2:9]2)=[CH:4][CH:3]=1.P(Cl)(Cl)([Cl:22])=O.[OH-].[Na+]. Product: [Cl:22][C:14]1[CH:13]=[C:12]([C:8]2([C:5]3[CH:6]=[CH:7][C:2]([Cl:1])=[CH:3][CH:4]=3)[CH2:11][CH2:10][CH2:9]2)[N:17]=[C:16]([CH3:18])[N:15]=1. The catalyst class is: 4. (2) Reactant: [OH:1][N:2]1[C:6](=[O:7])[CH:5]2[CH2:8][CH2:9][CH2:10][CH2:11][CH:4]2[C:3]1=[O:12].[CH3:13][N:14]([CH3:18])[C:15](Cl)=[S:16]. Product: [O:7]=[C:6]1[CH:5]2[CH:4]([CH2:11][CH2:10][CH2:9][CH2:8]2)[C:3](=[O:12])[N:2]1[O:1][C:15](=[S:16])[N:14]([CH3:18])[CH3:13]. The catalyst class is: 341. (3) Reactant: [CH:1]1[C:11]2[CH:10]=[CH:9][C:8]3[CH:12]=[CH:13][CH:14]=[CH:15][C:7]=3[C:6](=[C:16]3[CH2:21][CH2:20][N:19]([C:22]([C@@H:24]([N:29](C)[C:30](=O)OC(C)(C)C)[CH2:25][CH:26]([CH3:28])[CH3:27])=[O:23])[CH2:18][CH2:17]3)[C:5]=2[CH:4]=[CH:3][CH:2]=1.[ClH:38].O1CCOCC1. Product: [ClH:38].[CH:12]1[C:8]2[CH:9]=[CH:10][C:11]3[CH:1]=[CH:2][CH:3]=[CH:4][C:5]=3[C:6](=[C:16]3[CH2:17][CH2:18][N:19]([C:22]([C@@H:24]([NH:29][CH3:30])[CH2:25][CH:26]([CH3:27])[CH3:28])=[O:23])[CH2:20][CH2:21]3)[C:7]=2[CH:15]=[CH:14][CH:13]=1. The catalyst class is: 12. (4) Reactant: [CH3:1][O:2][C:3]1[CH:10]=[CH:9][C:6]([CH2:7][NH2:8])=[CH:5][CH:4]=1.[CH:11]([S:14](Cl)(=[O:16])=[O:15])([CH3:13])[CH3:12]. Product: [CH:11]([S:14]([NH:8][CH2:7][C:6]1[CH:9]=[CH:10][C:3]([O:2][CH3:1])=[CH:4][CH:5]=1)(=[O:16])=[O:15])([CH3:13])[CH3:12]. The catalyst class is: 4. (5) Reactant: [CH3:1][C:2]1[CH:7]=[C:6]([CH3:8])[NH:5][C:4](=[O:9])[C:3]=1[CH2:10][NH:11][C:12](=[O:37])[C:13]1[CH:18]=[C:17]([C:19]#[C:20][CH:21]2[CH2:26][CH2:25][NH:24][CH2:23][CH2:22]2)[CH:16]=[C:15]([N:27]([CH2:34][CH3:35])[CH:28]2[CH2:33][CH2:32][O:31][CH2:30][CH2:29]2)[C:14]=1[CH3:36].C=O.O.[C:41]([BH3-])#N.[Na+]. The catalyst class is: 5. Product: [CH3:1][C:2]1[CH:7]=[C:6]([CH3:8])[NH:5][C:4](=[O:9])[C:3]=1[CH2:10][NH:11][C:12](=[O:37])[C:13]1[CH:18]=[C:17]([C:19]#[C:20][CH:21]2[CH2:26][CH2:25][N:24]([CH3:41])[CH2:23][CH2:22]2)[CH:16]=[C:15]([N:27]([CH2:34][CH3:35])[CH:28]2[CH2:33][CH2:32][O:31][CH2:30][CH2:29]2)[C:14]=1[CH3:36]. (6) Reactant: [CH2:1](Br)[CH:2]=[CH2:3].[CH2:5]([N:12]1[CH2:19][C@H:18]2[C@H:14]([CH2:15][O:16][C:17]2=[O:20])[CH2:13]1)[C:6]1[CH:11]=[CH:10][CH:9]=[CH:8][CH:7]=1.C[Si](C)(C)[N-][Si](C)(C)C.[Li+].[Cl-].[NH4+]. Product: [CH2:3]([C:18]12[CH2:19][N:12]([CH2:5][C:6]3[CH:7]=[CH:8][CH:9]=[CH:10][CH:11]=3)[CH2:13][CH:14]1[CH2:15][O:16][C:17]2=[O:20])[CH:2]=[CH2:1]. The catalyst class is: 7. (7) Reactant: C[Si]([N-][Si](C)(C)C)(C)C.[Na+].[CH2:11]([C:13]([C:24]1[CH:29]=[CH:28][C:27](/[CH:30]=[CH:31]/[C:32]2([OH:39])[CH2:38][CH2:37][CH2:36][CH2:35][CH2:34][CH2:33]2)=[C:26]([CH3:40])[CH:25]=1)([C:16]1[CH:21]=[CH:20][C:19]([OH:22])=[C:18]([CH3:23])[CH:17]=1)[CH2:14][CH3:15])[CH3:12].C1C=CC(N([S:48]([C:51]([F:54])([F:53])[F:52])(=[O:50])=[O:49])[S:48]([C:51]([F:54])([F:53])[F:52])(=[O:50])=[O:49])=CC=1.[Cl-].[NH4+]. Product: [CH2:11]([C:13]([C:16]1[CH:21]=[CH:20][C:19]([O:22][S:48]([C:51]([F:54])([F:53])[F:52])(=[O:50])=[O:49])=[C:18]([CH3:23])[CH:17]=1)([C:24]1[CH:29]=[CH:28][C:27](/[CH:30]=[CH:31]/[C:32]2([OH:39])[CH2:33][CH2:34][CH2:35][CH2:36][CH2:37][CH2:38]2)=[C:26]([CH3:40])[CH:25]=1)[CH2:14][CH3:15])[CH3:12]. The catalyst class is: 4.